This data is from Reaction yield outcomes from USPTO patents with 853,638 reactions. The task is: Predict the reaction yield, written as a fraction of the theoretical maximum amount of product (1.0 means a 100% yield; for example, 0.34 means a 34% yield). (1) The reactants are Br[CH2:2][C:3]([C:5]1[CH:6]=[CH:7][C:8]2[C:17]3[CH:16]=[C:15]4[CH2:18][CH2:19][CH2:20][C:21](=[O:22])[C:14]4=[CH:13][C:12]=3[O:11][CH2:10][C:9]=2[CH:23]=1)=[O:4].[C:24]([O:28][C:29]([N:31]1[CH2:35][C@@H:34]([CH2:36][O:37][CH3:38])[CH2:33][C@H:32]1[C:39]([OH:41])=[O:40])=[O:30])([CH3:27])([CH3:26])[CH3:25].C([O-])([O-])=O.[Cs+].[Cs+]. The catalyst is C(Cl)Cl. The product is [CH3:38][O:37][CH2:36][C@@H:34]1[CH2:35][N:31]([C:29]([O:28][C:24]([CH3:27])([CH3:25])[CH3:26])=[O:30])[CH:32]([C:39]([O:41][CH2:2][C:3](=[O:4])[C:5]2[CH:6]=[CH:7][C:8]3[C:17]4[CH:16]=[C:15]5[CH2:18][CH2:19][CH2:20][C:21](=[O:22])[C:14]5=[CH:13][C:12]=4[O:11][CH2:10][C:9]=3[CH:23]=2)=[O:40])[CH2:33]1. The yield is 0.700. (2) The reactants are [F:1][C:2]([F:45])([F:44])[C:3]1[CH:8]=[CH:7][CH:6]=[CH:5][C:4]=1[C:9]1[NH:13][C:12]2[CH:14]=[CH:15][CH:16]=[C:17]([C:18]([NH:20][C:21]3[N:26]=[CH:25][C:24]([CH2:27][N:28]4[CH2:33][CH2:32][N:31](C(OCC5C=CC=CC=5)=O)[CH2:30][CH2:29]4)=[CH:23][CH:22]=3)=[O:19])[C:11]=2[N:10]=1. The catalyst is CO.[Pd]. The product is [N:28]1([CH2:27][C:24]2[CH:23]=[CH:22][C:21]([NH:20][C:18]([C:17]3[C:11]4[N:10]=[C:9]([C:4]5[CH:5]=[CH:6][CH:7]=[CH:8][C:3]=5[C:2]([F:1])([F:44])[F:45])[NH:13][C:12]=4[CH:14]=[CH:15][CH:16]=3)=[O:19])=[N:26][CH:25]=2)[CH2:33][CH2:32][NH:31][CH2:30][CH2:29]1. The yield is 0.130.